The task is: Predict the reactants needed to synthesize the given product.. This data is from Full USPTO retrosynthesis dataset with 1.9M reactions from patents (1976-2016). (1) The reactants are: [C:1]([O:6][CH:7]([O:9][CH2:10][CH3:11])[CH3:8])(=[O:5])[C:2]([CH3:4])=[CH2:3].[C:12]([O:17][CH2:18][CH:19]1[O:21][CH2:20]1)(=[O:16])[C:13]([CH3:15])=[CH2:14].[C:22]([O:27][CH2:28][C:29]1[CH:34]=[CH:33][CH:32]=[CH:31][CH:30]=1)(=[O:26])[C:23]([CH3:25])=[CH2:24].N(C(C)(CC)C([O-])=O)=NC(C)(CC)C([O-])=O. Given the product [C:1]([O:6][CH:7]([O:9][CH2:10][CH3:11])[CH3:8])(=[O:5])[C:2]([CH3:4])=[CH2:3].[C:12]([O:17][CH2:18][CH:19]1[O:21][CH2:20]1)(=[O:16])[C:13]([CH3:15])=[CH2:14].[C:22]([O:27][CH2:28][C:29]1[CH:30]=[CH:31][CH:32]=[CH:33][CH:34]=1)(=[O:26])[C:23]([CH3:25])=[CH2:24], predict the reactants needed to synthesize it. (2) Given the product [CH3:29][N:24]1[C:23]([C:21]([NH:20][C:16]2[CH:15]=[C:14]([CH:19]=[CH:18][CH:17]=2)[C:12]([C:8]2[CH:7]=[C:6]3[C:11]([C:3](=[CH:2][NH:36][C:37]4[CH:45]=[CH:44][C:40]([C:41]([OH:43])=[O:42])=[CH:39][CH:38]=4)[C:4](=[O:30])[NH:5]3)=[CH:10][CH:9]=2)=[O:13])=[O:22])=[CH:27][C:26]([CH3:28])=[N:25]1, predict the reactants needed to synthesize it. The reactants are: O[CH:2]=[C:3]1[C:11]2[C:6](=[CH:7][C:8]([C:12]([C:14]3[CH:15]=[C:16]([NH:20][C:21]([C:23]4[N:24]([CH3:29])[N:25]=[C:26]([CH3:28])[CH:27]=4)=[O:22])[CH:17]=[CH:18][CH:19]=3)=[O:13])=[CH:9][CH:10]=2)[NH:5][C:4]1=[O:30].C1COCC1.[NH2:36][C:37]1[CH:45]=[CH:44][C:40]([C:41]([OH:43])=[O:42])=[CH:39][CH:38]=1.[O-]S([O-])(=O)=O.[Na+].[Na+]. (3) Given the product [Cl:33][C:23]1[CH:22]=[C:21]([C@@:14]2([CH3:20])[C:15]([CH:17]([CH3:19])[CH3:18])=[CH:16][N:11]([C:8]3[CH:7]=[CH:6][C:5]([C:4]([OH:35])=[O:3])=[CH:10][CH:9]=3)[C:12](=[O:34])[NH:13]2)[CH:26]=[CH:25][C:24]=1[CH2:27][CH2:28][C:29]([CH3:30])([CH3:32])[CH3:31], predict the reactants needed to synthesize it. The reactants are: C([O:3][C:4](=[O:35])[C:5]1[CH:10]=[CH:9][C:8]([N:11]2[CH:16]=[C:15]([CH:17]([CH3:19])[CH3:18])[C@@:14]([C:21]3[CH:26]=[CH:25][C:24]([CH2:27][CH2:28][C:29]([CH3:32])([CH3:31])[CH3:30])=[C:23]([Cl:33])[CH:22]=3)([CH3:20])[NH:13][C:12]2=[O:34])=[CH:7][CH:6]=1)C.[OH-].[Na+]. (4) Given the product [CH:11]([O:14][C:15](=[O:24])[CH:16]([NH:23][C:1](=[O:8])[C:2]1[CH:7]=[CH:6][CH:5]=[CH:4][CH:3]=1)[CH2:17][S:18][C:19]([CH3:22])([CH3:21])[CH3:20])([CH3:13])[CH3:12], predict the reactants needed to synthesize it. The reactants are: [C:1](Cl)(=[O:8])[C:2]1[CH:7]=[CH:6][CH:5]=[CH:4][CH:3]=1.Cl.[CH:11]([O:14][C:15](=[O:24])[CH:16]([NH2:23])[CH2:17][S:18][C:19]([CH3:22])([CH3:21])[CH3:20])([CH3:13])[CH3:12]. (5) Given the product [CH2:1]([O:3][C:4]1[CH:9]=[CH:8][C:7]([C:10]2[CH:11]=[CH:12][C:13]([CH2:16][CH2:17][CH2:18][C:19]3[N:23]([C:24]4[CH:29]=[CH:28][CH:27]=[CH:26][C:25]=4[F:30])[C:22](=[O:31])[N:21]([C:32]4[CH:33]=[CH:34][C:35]([C:38]([F:39])([F:41])[F:40])=[CH:36][CH:37]=4)[N:20]=3)=[CH:14][CH:15]=2)=[CH:6][C:5]=1[CH2:42][C:43]([OH:45])=[O:44])[CH3:2], predict the reactants needed to synthesize it. The reactants are: [CH2:1]([O:3][C:4]1[CH:9]=[CH:8][C:7]([C:10]2[CH:15]=[CH:14][C:13]([CH2:16][CH2:17][CH2:18][C:19]3[N:23]([C:24]4[CH:29]=[CH:28][CH:27]=[CH:26][C:25]=4[F:30])[C:22](=[O:31])[N:21]([C:32]4[CH:37]=[CH:36][C:35]([C:38]([F:41])([F:40])[F:39])=[CH:34][CH:33]=4)[N:20]=3)=[CH:12][CH:11]=2)=[CH:6][C:5]=1[CH2:42][C:43]([O:45]C)=[O:44])[CH3:2].[OH-].[Li+].O. (6) Given the product [CH3:28][N:29]([CH2:37][CH2:38][N:39]([CH3:43])[CH2:40][C:12]1[C:11]2[C:15](=[CH:16][CH:17]=[C:9]([O:8][C:7]3[CH:26]=[CH:27][C:4]([N+:1]([O-:3])=[O:2])=[CH:5][CH:6]=3)[CH:10]=2)[N:14]([CH:18]2[CH2:23][CH2:22][CH2:21][CH2:20][O:19]2)[N:13]=1)[C:30](=[O:36])[O:31][C:32]([CH3:35])([CH3:34])[CH3:33], predict the reactants needed to synthesize it. The reactants are: [N+:1]([C:4]1[CH:27]=[CH:26][C:7]([O:8][C:9]2[CH:10]=[C:11]3[C:15](=[CH:16][CH:17]=2)[N:14]([CH:18]2[CH2:23][CH2:22][CH2:21][CH2:20][O:19]2)[N:13]=[C:12]3C=O)=[CH:6][CH:5]=1)([O-:3])=[O:2].[CH3:28][N:29]([CH2:37][CH2:38][NH:39][CH3:40])[C:30](=[O:36])[O:31][C:32]([CH3:35])([CH3:34])[CH3:33].[BH-](OC(C)=O)(OC(C)=O)O[C:43](C)=O.[Na+]. (7) Given the product [Br:10][C:7]1[CH:6]=[C:3]2[C:2](=[CH:9][CH:8]=1)[N:1]=[CH:18][C:17]([C:11]1[CH:16]=[CH:15][CH:14]=[CH:13][CH:12]=1)=[CH:4]2, predict the reactants needed to synthesize it. The reactants are: [NH2:1][C:2]1[CH:9]=[CH:8][C:7]([Br:10])=[CH:6][C:3]=1[CH:4]=O.[C:11]1([CH2:17][CH:18]=O)[CH:16]=[CH:15][CH:14]=[CH:13][CH:12]=1.[OH-].[K+].C(O)C. (8) Given the product [Br:1][C:2]([Br:17])=[CH:3][C:4]1[CH:9]=[C:8]([O:10][CH:11]([F:12])[F:13])[CH:7]=[CH:6][C:5]=1[NH2:14], predict the reactants needed to synthesize it. The reactants are: [Br:1][C:2]([Br:17])=[CH:3][C:4]1[CH:9]=[C:8]([O:10][CH:11]([F:13])[F:12])[CH:7]=[CH:6][C:5]=1[N+:14]([O-])=O.O.O.[Sn](Cl)Cl. (9) Given the product [F:11][C:12]1[CH:17]=[CH:16][C:15]([O:18][CH2:9][CH2:8][F:7])=[CH:14][CH:13]=1, predict the reactants needed to synthesize it. The reactants are: C(=O)([O-])[O-].[K+].[K+].[F:7][CH2:8][CH2:9]I.[F:11][C:12]1[CH:17]=[CH:16][C:15]([OH:18])=[CH:14][CH:13]=1.O. (10) Given the product [Cl:35][C:36]1[S:40][C:39]([CH2:29][O:28][C:27]([N:9]2[C:8](=[O:13])/[C:7](=[CH:6]\[O:5][C:3](=[O:4])[C:2]([F:1])([F:18])[CH2:14][CH2:15][C:16]#[CH:17])/[S:11][C:10]2=[O:12])=[O:33])=[CH:38][CH:37]=1, predict the reactants needed to synthesize it. The reactants are: [F:1][C:2]([F:18])([CH2:14][CH2:15][C:16]#[CH:17])[C:3]([O:5]/[CH:6]=[C:7]1\[C:8](=[O:13])[NH:9][C:10](=[O:12])[S:11]\1)=[O:4].C(Cl)(Cl)=O.ClC(Cl)(O[C:27](=[O:33])[O:28][C:29](Cl)(Cl)Cl)Cl.[Cl:35][C:36]1[S:40][C:39](CO)=[CH:38][CH:37]=1.